The task is: Predict the reaction yield, written as a fraction of the theoretical maximum amount of product (1.0 means a 100% yield; for example, 0.34 means a 34% yield).. This data is from Reaction yield outcomes from USPTO patents with 853,638 reactions. (1) The product is [Cl:1][C:2]1[CH:7]=[CH:6][C:5]([NH:8][C:9]2[C:18]3[C:13](=[CH:14][CH:15]=[C:16]([S:19]([CH:20]4[CH2:21][CH2:22][O:23][CH2:24][CH2:25]4)=[O:29])[CH:17]=3)[N:12]=[CH:11][CH:10]=2)=[CH:4][C:3]=1[O:26][CH3:27]. The yield is 0.597. The catalyst is [Fe](Cl)(Cl)Cl.O1CCCC1. The reactants are [Cl:1][C:2]1[CH:7]=[CH:6][C:5]([NH:8][C:9]2[C:18]3[C:13](=[CH:14][CH:15]=[C:16]([S:19][CH:20]4[CH2:25][CH2:24][O:23][CH2:22][CH2:21]4)[CH:17]=3)[N:12]=[CH:11][CH:10]=2)=[CH:4][C:3]=1[O:26][CH3:27].I(O)(=O)(=O)=[O:29]. (2) The reactants are [CH3:1][O:2][C:3]1[CH:8]=[CH:7][C:6]([C:9]2[CH:14]=[CH:13][CH:12]=[CH:11][C:10]=2[CH3:15])=[CH:5][CH:4]=1.[C:16](OC(=O)C)(=[O:18])[CH3:17].[Al+3].[Cl-].[Cl-].[Cl-].CC#N. The catalyst is C(Cl)Cl.O. The product is [CH3:1][O:2][C:3]1[CH:4]=[CH:5][C:6]([C:9]2[CH:14]=[CH:13][C:12]([C:16](=[O:18])[CH3:17])=[CH:11][C:10]=2[CH3:15])=[CH:7][CH:8]=1. The yield is 0.330. (3) The reactants are [CH3:1][N:2]1[C:6]([NH2:7])=[C:5]([CH3:8])[C:4]([CH3:9])=[N:3]1.C=O.C[O-].[K+].[BH4-].[Na+].[C:17]([O-])(O)=O.[Na+]. The catalyst is CO. The product is [CH3:17][NH:7][C:6]1[N:2]([CH3:1])[N:3]=[C:4]([CH3:9])[C:5]=1[CH3:8]. The yield is 0.500. (4) The reactants are [H-].[Na+].[BH4-].[Na+].O.[NH2:6][C:7]1[N:12]=[C:11]([SH:13])[N:10]=[C:9]([OH:14])[CH:8]=1.Cl[C@@H:16]([C:18]1[CH:23]=[CH:22][CH:21]=[CH:20][CH:19]=1)[CH3:17]. The catalyst is CN(C=O)C. The product is [NH2:6][C:7]1[N:12]=[C:11]([S:13][C@H:16]([C:18]2[CH:23]=[CH:22][CH:21]=[CH:20][CH:19]=2)[CH3:17])[N:10]=[C:9]([OH:14])[CH:8]=1. The yield is 0.460. (5) The reactants are Cl[CH2:2][CH2:3][C:4]([NH:6][C:7]1[CH:20]=[CH:19][C:18]2[C:17](=[O:21])[C:16]3[C:11](=[CH:12][C:13]([NH:22][C:23](=[O:27])[CH2:24][CH2:25]Cl)=[CH:14][CH:15]=3)[C:10](=[O:28])[C:9]=2[CH:8]=1)=[O:5].[NH:29]1[CH2:34][CH2:33][NH:32][CH2:31][CH2:30]1.[N:35]1[CH:40]=[CH:39]C=[CH:37][CH:36]=1.C[N:42](C)C=O. No catalyst specified. The product is [N:29]1([CH2:2][CH2:3][C:4]([NH:6][C:7]2[CH:20]=[CH:19][C:18]3[C:17](=[O:21])[C:16]4[C:11](=[CH:12][C:13]([NH:22][C:23](=[O:27])[CH2:24][CH2:25][N:35]5[CH2:36][CH2:37][NH:42][CH2:39][CH2:40]5)=[CH:14][CH:15]=4)[C:10](=[O:28])[C:9]=3[CH:8]=2)=[O:5])[CH2:34][CH2:33][NH:32][CH2:31][CH2:30]1. The yield is 0.410.